Dataset: Forward reaction prediction with 1.9M reactions from USPTO patents (1976-2016). Task: Predict the product of the given reaction. Given the reactants C([N:8]1[CH:12]=[C:11]([C:13]2[CH:14]=[C:15]3[C:20](=[CH:21][CH:22]=2)[N:19]([C:23](=[O:25])[CH3:24])[C@@H:18]([CH:26]2[CH2:28][CH2:27]2)[C@H:17]([CH3:29])[C@H:16]3[NH:30][C:31]2[N:36]=[C:35]([CH3:37])[CH:34]=[CH:33][N:32]=2)[CH:10]=[N:9]1)C1C=CC=CC=1.C(O)=O, predict the reaction product. The product is: [CH:26]1([C@H:18]2[C@H:17]([CH3:29])[C@@H:16]([NH:30][C:31]3[N:36]=[C:35]([CH3:37])[CH:34]=[CH:33][N:32]=3)[C:15]3[C:20](=[CH:21][CH:22]=[C:13]([C:11]4[CH:12]=[N:8][NH:9][CH:10]=4)[CH:14]=3)[N:19]2[C:23](=[O:25])[CH3:24])[CH2:28][CH2:27]1.